This data is from Catalyst prediction with 721,799 reactions and 888 catalyst types from USPTO. The task is: Predict which catalyst facilitates the given reaction. (1) Reactant: [F:1][CH:2]([F:31])[C:3]1[N:7]([C:8]2[N:13]=[C:12]([N:14]3[CH2:19][CH2:18][O:17][CH2:16][CH2:15]3)[N:11]=[C:10]([N:20]3[CH2:23][CH:22]([NH2:24])[CH2:21]3)[N:9]=2)[C:6]2[CH:25]=[CH:26][CH:27]=[C:28]([O:29][CH3:30])[C:5]=2[N:4]=1.CCN(CC)CC.[F:39][C:40]([F:53])([F:52])[S:41](O[S:41]([C:40]([F:53])([F:52])[F:39])(=[O:43])=[O:42])(=[O:43])=[O:42]. Product: [F:31][CH:2]([F:1])[C:3]1[N:7]([C:8]2[N:13]=[C:12]([N:14]3[CH2:15][CH2:16][O:17][CH2:18][CH2:19]3)[N:11]=[C:10]([N:20]3[CH2:21][CH:22]([NH:24][S:41]([C:40]([F:53])([F:52])[F:39])(=[O:43])=[O:42])[CH2:23]3)[N:9]=2)[C:6]2[CH:25]=[CH:26][CH:27]=[C:28]([O:29][CH3:30])[C:5]=2[N:4]=1. The catalyst class is: 2. (2) Reactant: [CH2:1]([O:8][C:9](=[O:29])[C@H:10]([CH2:19][C:20]1[C:28]2[C:23](=[CH:24][CH:25]=[CH:26][CH:27]=2)[NH:22][CH:21]=1)[NH:11][C:12]([O:14][C:15]([CH3:18])([CH3:17])[CH3:16])=[O:13])[C:2]1[CH:7]=[CH:6][CH:5]=[CH:4][CH:3]=1.ICC[CH2:33][CH2:34][CH2:35][CH3:36].[C:37](=O)([O-])[O-].[Cs+].[Cs+]. Product: [CH2:1]([O:8][C:9](=[O:29])[C@@H:10]([NH:11][C:12]([O:14][C:15]([CH3:16])([CH3:18])[CH3:17])=[O:13])[CH2:19][C:20]1[C:28]2[C:23](=[CH:24][CH:25]=[CH:26][CH:27]=2)[N:22]([CH2:33][CH2:34][CH:35]([CH3:36])[CH3:37])[CH:21]=1)[C:2]1[CH:7]=[CH:6][CH:5]=[CH:4][CH:3]=1. The catalyst class is: 21. (3) Reactant: [NH2:1][C:2](=[O:17])[CH2:3][O:4][C:5]1[CH:14]=[CH:13][C:8]([C:9]([O:11][CH3:12])=[O:10])=[C:7]([O:15][CH3:16])[CH:6]=1.[Br:18]Br. Product: [NH2:1][C:2](=[O:17])[CH2:3][O:4][C:5]1[C:14]([Br:18])=[CH:13][C:8]([C:9]([O:11][CH3:12])=[O:10])=[C:7]([O:15][CH3:16])[CH:6]=1. The catalyst class is: 22. (4) Reactant: Cl[CH2:2][CH:3]1[CH2:5][O:4]1.C(=O)(O)[O-].[Na+].[CH2:11]([NH2:18])[C:12]1[CH:17]=[CH:16][CH:15]=[CH:14][CH:13]=1. The catalyst class is: 47. Product: [CH2:11]([N:18]1[CH2:5][CH:3]([OH:4])[CH2:2]1)[C:12]1[CH:17]=[CH:16][CH:15]=[CH:14][CH:13]=1. (5) Reactant: Cl.[C:2]1([S:8]([C:11]2[CH:20]=[C:19]3[C:14]([CH:15]([CH2:21][NH2:22])[CH2:16][CH2:17][O:18]3)=[CH:13][CH:12]=2)(=[O:10])=[O:9])[CH:7]=[CH:6][CH:5]=[CH:4][CH:3]=1.[CH2:23]([N:25](CC)CC)[CH3:24]. Product: [C:2]1([S:8]([C:11]2[CH:20]=[C:19]3[C:14]([CH:15]([CH2:21][NH:22][C:23](=[NH:25])[CH3:24])[CH2:16][CH2:17][O:18]3)=[CH:13][CH:12]=2)(=[O:10])=[O:9])[CH:3]=[CH:4][CH:5]=[CH:6][CH:7]=1. The catalyst class is: 8. (6) Reactant: [F:1][C:2]([F:6])([F:5])[CH2:3][OH:4].Cl[C:8]1[N:12]=[C:11]([CH:13]2[CH2:18][CH:17]([C:19]3[CH:24]=[CH:23][C:22]([C:25]([F:28])([F:27])[F:26])=[CH:21][CH:20]=3)[CH2:16][N:15]([C:29]([N:31]3[CH2:36][CH2:35][O:34][CH2:33][CH2:32]3)=[O:30])[CH2:14]2)[O:10][N:9]=1. Product: [N:31]1([C:29]([N:15]2[CH2:16][CH:17]([C:19]3[CH:20]=[CH:21][C:22]([C:25]([F:27])([F:28])[F:26])=[CH:23][CH:24]=3)[CH2:18][CH:13]([C:11]3[O:10][N:9]=[C:8]([O:4][CH2:3][C:2]([F:6])([F:5])[F:1])[N:12]=3)[CH2:14]2)=[O:30])[CH2:32][CH2:33][O:34][CH2:35][CH2:36]1. The catalyst class is: 12. (7) Reactant: [Cl:1][C:2]1[CH:7]=[C:6]([Cl:8])[CH:5]=[CH:4][C:3]=1[CH:9]1[CH2:12][CH2:11][CH:10]1[NH:13]C=O.Cl. Product: [Cl:1][C:2]1[CH:7]=[C:6]([Cl:8])[CH:5]=[CH:4][C:3]=1[C@@H:9]1[CH2:12][CH2:11][C@@H:10]1[NH2:13]. The catalyst class is: 5.